This data is from Reaction yield outcomes from USPTO patents with 853,638 reactions. The task is: Predict the reaction yield, written as a fraction of the theoretical maximum amount of product (1.0 means a 100% yield; for example, 0.34 means a 34% yield). (1) The reactants are [Cl:1][C:2]1[C:7]([CH:8]2[CH2:10][CH2:9]2)=[CH:6][N:5]=[C:4]([C:11](=[N:13][OH:14])[NH2:12])[CH:3]=1.[C:15](Cl)(=O)[C:16]([CH3:19])([CH3:18])[CH3:17].C(N(CC)CC)C. The catalyst is CN(C=O)C. The product is [C:16]([C:19]1[O:14][N:13]=[C:11]([C:4]2[CH:3]=[C:2]([Cl:1])[C:7]([CH:8]3[CH2:10][CH2:9]3)=[CH:6][N:5]=2)[N:12]=1)([CH3:18])([CH3:17])[CH3:15]. The yield is 0.770. (2) The catalyst is C(Cl)Cl. The yield is 0.920. The reactants are C(O)(C(F)(F)F)=O.C(OC(=O)[NH:14][C@H:15]([C:17]1[N:21]([CH3:22])[C:20]2[C:23]([Br:28])=[C:24]([F:27])[CH:25]=[CH:26][C:19]=2[N:18]=1)[CH3:16])(C)(C)C. The product is [Br:28][C:23]1[C:20]2[N:21]([CH3:22])[C:17]([C@@H:15]([NH2:14])[CH3:16])=[N:18][C:19]=2[CH:26]=[CH:25][C:24]=1[F:27]. (3) The reactants are C1(P(N=[N+]=[N-])(C2C=CC=CC=2)=[O:8])C=CC=CC=1.C[C:19]1[S:20]C(C(O)=O)=[C:22](C)[N:23]=1.C([N:30]([CH2:33][CH3:34])[CH2:31][CH3:32])C.[NH2:35][C:36]1[CH:37]=[C:38]([C:43]2[S:47][C:46]([NH:48][C:49](=[O:51])[CH3:50])=[N:45][C:44]=2[CH3:52])[CH:39]=[N:40][C:41]=1[Cl:42]. The catalyst is O1CCOCC1.C1(C)C=CC=CC=1. The product is [Cl:42][C:41]1[N:40]=[CH:39][C:38]([C:43]2[S:47][C:46]([NH:48][C:49](=[O:51])[CH3:50])=[N:45][C:44]=2[CH3:52])=[CH:37][C:36]=1[NH:35][C:22]([NH:23][C:19]1[S:20][C:31]([CH3:32])=[N:30][C:33]=1[CH3:34])=[O:8]. The yield is 0.450. (4) The reactants are OO.[NH2:3][C:4]([C:9]1[CH:14]=[CH:13][C:12]([O:15][CH3:16])=[C:11]([F:17])[CH:10]=1)=[CH:5][C:6]([NH2:8])=[S:7]. The catalyst is CO. The product is [F:17][C:11]1[CH:10]=[C:9]([C:4]2[CH:5]=[C:6]([NH2:8])[S:7][N:3]=2)[CH:14]=[CH:13][C:12]=1[O:15][CH3:16]. The yield is 0.122. (5) The reactants are C(Cl)CCl.[NH:5]1[CH2:10][CH2:9][CH2:8][CH2:7][CH2:6]1.CCN(C(C)C)C(C)C.OC1C2N=NNC=2C=CC=1.[S:30]1[C:34]2[CH:35]=[CH:36][CH:37]=[CH:38][C:33]=2[N:32]=[C:31]1[O:39][C:40]1[CH:41]=[C:42]2[C:46](=[CH:47][CH:48]=1)[NH:45][C:44]([C:49](O)=[O:50])=[CH:43]2. The catalyst is C(Cl)Cl. The product is [S:30]1[C:34]2[CH:35]=[CH:36][CH:37]=[CH:38][C:33]=2[N:32]=[C:31]1[O:39][C:40]1[CH:41]=[C:42]2[C:46](=[CH:47][CH:48]=1)[NH:45][C:44]([C:49]([N:5]1[CH2:10][CH2:9][CH2:8][CH2:7][CH2:6]1)=[O:50])=[CH:43]2. The yield is 0.630.